This data is from Reaction yield outcomes from USPTO patents with 853,638 reactions. The task is: Predict the reaction yield, written as a fraction of the theoretical maximum amount of product (1.0 means a 100% yield; for example, 0.34 means a 34% yield). The reactants are Cl[C:2]1[N:7]=[CH:6][C:5]([C:8]([N:10]2[CH2:15][CH2:14][O:13][CH2:12][CH2:11]2)=[O:9])=[CH:4][CH:3]=1.[C:16](=[O:19])([O-])[O-].[Na+].[Na+].[F-].C([N+](CCCC)(CCCC)CCCC)CCC.[C:40]1(C)[CH:45]=[CH:44]C=[CH:42][CH:41]=1. The catalyst is C(OCC)(=O)C.C1C=CC([P]([Pd]([P](C2C=CC=CC=2)(C2C=CC=CC=2)C2C=CC=CC=2)([P](C2C=CC=CC=2)(C2C=CC=CC=2)C2C=CC=CC=2)[P](C2C=CC=CC=2)(C2C=CC=CC=2)C2C=CC=CC=2)(C2C=CC=CC=2)C2C=CC=CC=2)=CC=1. The product is [N:10]1([C:8]([C:5]2[CH2:6][NH:7][C:2]([C:40]3[CH:45]=[CH:44][C:16]([OH:19])=[CH:42][CH:41]=3)=[CH:3][CH:4]=2)=[O:9])[CH2:15][CH2:14][O:13][CH2:12][CH2:11]1. The yield is 0.700.